Task: Predict the product of the given reaction.. Dataset: Forward reaction prediction with 1.9M reactions from USPTO patents (1976-2016) (1) Given the reactants CC([O-])(C)C.[K+].[O:7]1[CH2:11][CH2:10][CH2:9][CH:8]1[C:12]([O:14]C)=O.[CH3:16][C:17]#[N:18], predict the reaction product. The product is: [O:14]=[C:12]([CH:8]1[CH2:9][CH2:10][CH2:11][O:7]1)[CH2:16][C:17]#[N:18]. (2) Given the reactants [Cl:1][C:2]1[CH:3]=[CH:4][C:5]([OH:10])=[C:6]([CH:9]=1)[CH:7]=[O:8].C([O-])([O-])=O.[K+].[K+].[CH2:17]([O:19][CH:20]([O:23][CH2:24][CH3:25])[CH2:21]Br)[CH3:18], predict the reaction product. The product is: [Cl:1][C:2]1[CH:3]=[CH:4][C:5]([O:10][CH2:21][CH:20]([O:23][CH2:24][CH3:25])[O:19][CH2:17][CH3:18])=[C:6]([CH:9]=1)[CH:7]=[O:8].